From a dataset of Full USPTO retrosynthesis dataset with 1.9M reactions from patents (1976-2016). Predict the reactants needed to synthesize the given product. (1) Given the product [CH2:1]([C:3]([C:7]1[CH:12]=[CH:11][C:10]([O:13][S:25]([C:24]([F:37])([F:36])[F:23])(=[O:27])=[O:26])=[C:9]([CH2:14][CH2:15][CH3:16])[CH:8]=1)([OH:6])[CH2:4][CH3:5])[CH3:2], predict the reactants needed to synthesize it. The reactants are: [CH2:1]([C:3]([C:7]1[CH:12]=[CH:11][C:10]([OH:13])=[C:9]([CH2:14][CH2:15][CH3:16])[CH:8]=1)([OH:6])[CH2:4][CH3:5])[CH3:2].N1C=CC=CC=1.[F:23][C:24]([F:37])([F:36])[S:25](O[S:25]([C:24]([F:37])([F:36])[F:23])(=[O:27])=[O:26])(=[O:27])=[O:26]. (2) Given the product [Br:28][C:29]1[CH:34]=[C:33]([CH2:35][N:11]2[C:10](=[O:13])[N:9]([CH2:14][CH:15]([OH:20])[C:16]([F:18])([F:19])[F:17])[C:8]([C:5]3[CH:6]=[CH:7][C:2]([Cl:1])=[CH:3][CH:4]=3)=[N:12]2)[CH:32]=[N:31][CH:30]=1, predict the reactants needed to synthesize it. The reactants are: [Cl:1][C:2]1[CH:7]=[CH:6][C:5]([C:8]2[N:9]([CH2:14][CH:15]([OH:20])[C:16]([F:19])([F:18])[F:17])[C:10](=[O:13])[NH:11][N:12]=2)=[CH:4][CH:3]=1.C(=O)([O-])[O-].[Cs+].[Cs+].Cl.[Br:28][C:29]1[CH:30]=[N:31][CH:32]=[C:33]([CH2:35]Cl)[CH:34]=1.O. (3) Given the product [OH:29][CH:28]=[C:13]1[C:14]([NH:17][S:18]([C:21]2[CH:26]=[CH:25][C:24]([CH3:27])=[CH:23][CH:22]=2)(=[O:19])=[O:20])=[CH:15][CH:16]=[C:11]([O:10][C:8]2[CH:7]=[CH:6][C:5]([NH:37][S:38]([C:41]3[CH:42]=[CH:43][C:44]([CH3:47])=[CH:45][CH:46]=3)(=[O:39])=[O:40])=[C:4]([CH:9]=2)[C:3]([OH:48])=[O:2])[CH2:12]1, predict the reactants needed to synthesize it. The reactants are: C[O:2][C:3](=[O:48])[C:4]1[CH:9]=[C:8]([O:10][C:11]2[CH:16]=[CH:15][C:14]([NH:17][S:18]([C:21]3[CH:26]=[CH:25][C:24]([CH3:27])=[CH:23][CH:22]=3)(=[O:20])=[O:19])=[C:13]([C:28](C)(C)[O:29][SiH2]C(C)(C)C)[CH:12]=2)[CH:7]=[CH:6][C:5]=1[NH:37][S:38]([C:41]1[CH:46]=[CH:45][C:44]([CH3:47])=[CH:43][CH:42]=1)(=[O:40])=[O:39].[OH-].[Li+].Cl. (4) Given the product [NH2:77][C:72]1[CH:71]=[C:70]([O:69][C:68]([F:67])([F:78])[F:79])[CH:75]=[CH:74][C:73]=1[NH:76][C:29](=[O:31])[CH2:28][CH2:27][CH:25]1[CH2:26][CH:23]([N:22]([CH2:21][C@@H:13]2[C@@H:14]3[C@@H:15]([O:16][C:17]([CH3:20])([CH3:19])[O:18]3)[C@H:11]([N:6]3[CH:5]=[N:4][C:3]4[C:7]3=[N:8][CH:9]=[N:10][C:2]=4[NH2:1])[O:12]2)[CH3:32])[CH2:24]1, predict the reactants needed to synthesize it. The reactants are: [NH2:1][C:2]1[N:10]=[CH:9][N:8]=[C:7]2[C:3]=1[N:4]=[CH:5][N:6]2[C@H:11]1[C@@H:15]2[O:16][C:17]([CH3:20])([CH3:19])[O:18][C@@H:14]2[C@@H:13]([CH2:21][N:22]([CH3:32])[CH:23]2[CH2:26][CH:25]([CH2:27][CH2:28][C:29]([OH:31])=O)[CH2:24]2)[O:12]1.CN(C(ON1N=NC2C=CC=NC1=2)=[N+](C)C)C.F[P-](F)(F)(F)(F)F.C1C=NC2N(O)N=NC=2C=1.[F:67][C:68]([F:79])([F:78])[O:69][C:70]1[CH:71]=[C:72]([NH2:77])[C:73]([NH2:76])=[CH:74][CH:75]=1. (5) Given the product [Cl:1][C:2]1[CH:3]=[CH:4][C:5]([C:8]2[S:35][C:11]3[C:12](=[O:34])[N:13]([C:16]4[CH:21]=[CH:20][C:19]([N:22]5[CH2:26][CH2:25][C@H:24]([N:37]([CH3:38])[CH3:36])[CH2:23]5)=[C:18]([O:32][CH3:33])[CH:17]=4)[CH:14]=[CH:15][C:10]=3[CH:9]=2)=[CH:6][CH:7]=1, predict the reactants needed to synthesize it. The reactants are: [Cl:1][C:2]1[CH:7]=[CH:6][C:5]([C:8]2[S:35][C:11]3[C:12](=[O:34])[N:13]([C:16]4[CH:21]=[CH:20][C:19]([N:22]5[CH2:26][CH2:25][C@@H:24](OS(C)(=O)=O)[CH2:23]5)=[C:18]([O:32][CH3:33])[CH:17]=4)[CH:14]=[CH:15][C:10]=3[CH:9]=2)=[CH:4][CH:3]=1.[CH3:36][NH:37][CH3:38].